Dataset: Catalyst prediction with 721,799 reactions and 888 catalyst types from USPTO. Task: Predict which catalyst facilitates the given reaction. (1) Reactant: [C-]#N.[K+].[CH:4](=[O:11])[C:5]1[CH:10]=[CH:9][CH:8]=[CH:7][CH:6]=1.[N:12]1C(C)=CC=C[C:13]=1C.O.[CH3:21][C:22]([O:24]C(C)=O)=O. Product: [C:22]([O:11][C@@H:4]([C:5]1[CH:10]=[CH:9][CH:8]=[CH:7][CH:6]=1)[C:13]#[N:12])(=[O:24])[CH3:21]. The catalyst class is: 2. (2) Reactant: CC1C=CC(S(O[CH2:12][CH:13]2[CH2:22][CH2:21][C:20]3[C:15](=[CH:16][C:17]([S:23]([CH3:26])(=[O:25])=[O:24])=[CH:18][CH:19]=3)[O:14]2)(=O)=O)=CC=1.[CH2:27]([NH:30][CH2:31][CH2:32][CH3:33])[CH2:28][CH3:29]. Product: [CH3:26][S:23]([C:17]1[CH:16]=[C:15]2[C:20]([CH2:21][CH2:22][CH:13]([CH2:12][N:30]([CH2:31][CH2:32][CH3:33])[CH2:27][CH2:28][CH3:29])[O:14]2)=[CH:19][CH:18]=1)(=[O:24])=[O:25]. The catalyst class is: 10. (3) Reactant: [NH:1]1[C:9]2[C:4](=[CH:5][C:6]([C:10]([O:12][CH3:13])=[O:11])=[CH:7][CH:8]=2)[CH:3]=[N:2]1.[H-].[Na+].[CH2:16](Br)[O:17][CH3:18]. Product: [CH3:16][O:17][CH2:18][N:1]1[C:9]2[C:4](=[CH:5][C:6]([C:10]([O:12][CH3:13])=[O:11])=[CH:7][CH:8]=2)[CH:3]=[N:2]1. The catalyst class is: 3. (4) Reactant: [F:1][C:2]1[C:7]2[O:8][CH2:9][CH2:10][O:11][C:6]=2[CH:5]=[C:4]([OH:12])[CH:3]=1.C([Mg]Cl)(C)C.[C:18]1([CH:24]([C:36]2[CH:41]=[CH:40][CH:39]=[CH:38][CH:37]=2)[N:25]2[C:33]3[C:28](=[CH:29][CH:30]=[CH:31][CH:32]=3)[C:27](=[O:34])[C:26]2=[O:35])[CH:23]=[CH:22][CH:21]=[CH:20][CH:19]=1.[Cl-].[NH4+]. Product: [C:36]1([CH:24]([C:18]2[CH:23]=[CH:22][CH:21]=[CH:20][CH:19]=2)[N:25]2[C:33]3[C:28](=[CH:29][CH:30]=[CH:31][CH:32]=3)[C:27]([C:3]3[C:4]([OH:12])=[CH:5][C:6]4[O:11][CH2:10][CH2:9][O:8][C:7]=4[C:2]=3[F:1])([OH:34])[C:26]2=[O:35])[CH:37]=[CH:38][CH:39]=[CH:40][CH:41]=1. The catalyst class is: 489. (5) Reactant: C1(C)C=CC(S(O)(=O)=O)=CC=1.[C:12]([NH:15][C:16]1[CH:17]=[C:18]([CH:30]=[CH:31][CH:32]=1)[C:19]([NH:21][C:22]1[C:23]([C:27]([OH:29])=O)=[N:24][NH:25][CH:26]=1)=[O:20])(=[O:14])[CH3:13].[NH2:33][CH2:34][C:35]#[N:36].C(N(CC)CC)C.CCN=C=NCCCN(C)C.C1C=CC2N(O)N=NC=2C=1. Product: [C:12]([NH:15][C:16]1[CH:17]=[C:18]([CH:30]=[CH:31][CH:32]=1)[C:19]([NH:21][C:22]1[C:23]([C:27]([NH:36][CH2:35][C:34]#[N:33])=[O:29])=[N:24][NH:25][CH:26]=1)=[O:20])(=[O:14])[CH3:13]. The catalyst class is: 18.